Predict the reaction yield, written as a fraction of the theoretical maximum amount of product (1.0 means a 100% yield; for example, 0.34 means a 34% yield). From a dataset of Reaction yield outcomes from USPTO patents with 853,638 reactions. (1) The reactants are [C:1]([O:5][C:6]([NH:8][C:9]([CH3:14])([CH3:13])[C:10]([OH:12])=O)=[O:7])([CH3:4])([CH3:3])[CH3:2].O=C1N(P(Cl)(N2CCOC2=O)=O)CCO1.Cl.[CH3:31][NH:32][O:33][CH3:34].C(N(CC)CC)C. The catalyst is C(Cl)Cl. The product is [C:1]([O:5][C:6](=[O:7])[NH:8][C:9]([C:10](=[O:12])[N:32]([O:33][CH3:34])[CH3:31])([CH3:14])[CH3:13])([CH3:2])([CH3:3])[CH3:4]. The yield is 0.500. (2) The reactants are [CH2:1]([O:8][C:9]1[C:10]([F:20])=[C:11]([C:16]([Cl:19])=[CH:17][CH:18]=1)[C:12]([O:14]C)=[O:13])[C:2]1[CH:7]=[CH:6][CH:5]=[CH:4][CH:3]=1.CO.[OH-].[K+]. The catalyst is C1COCC1. The product is [CH2:1]([O:8][C:9]1[C:10]([F:20])=[C:11]([C:16]([Cl:19])=[CH:17][CH:18]=1)[C:12]([OH:14])=[O:13])[C:2]1[CH:3]=[CH:4][CH:5]=[CH:6][CH:7]=1. The yield is 0.808.